This data is from Catalyst prediction with 721,799 reactions and 888 catalyst types from USPTO. The task is: Predict which catalyst facilitates the given reaction. (1) Reactant: N1C=CC=CC=1.[NH2:7][C:8]1[C:9]2[C:16]([C:17]3[CH:22]=[CH:21][C:20]([NH2:23])=[C:19]([O:24][CH3:25])[CH:18]=3)=[CH:15][N:14]([CH:26]3[CH2:31][CH2:30][C:29](=[O:32])[CH2:28][CH2:27]3)[C:10]=2[N:11]=[CH:12][N:13]=1.[CH3:33][N:34]1[C:42]2[C:37](=[CH:38][CH:39]=[CH:40][CH:41]=2)[CH:36]=[C:35]1[C:43](Cl)=[O:44].O. Product: [NH2:7][C:8]1[C:9]2[C:16]([C:17]3[CH:22]=[CH:21][C:20]([NH:23][C:43]([C:35]4[N:34]([CH3:33])[C:42]5[C:37]([CH:36]=4)=[CH:38][CH:39]=[CH:40][CH:41]=5)=[O:44])=[C:19]([O:24][CH3:25])[CH:18]=3)=[CH:15][N:14]([CH:26]3[CH2:31][CH2:30][C:29](=[O:32])[CH2:28][CH2:27]3)[C:10]=2[N:11]=[CH:12][N:13]=1. The catalyst class is: 4. (2) The catalyst class is: 8. Reactant: [C:1]1([C:7]2[CH:8]=[C:9]3[C:13](=[CH:14][CH:15]=2)[NH:12][C:11](=[O:16])[CH2:10]3)[CH:6]=[CH:5][CH:4]=[CH:3][CH:2]=1.[C:17]1([CH:27]=O)[C:26]2[C:20]([CH:21]=[CH:22][CH:23]=[CH:24][CH:25]=2)=[CH:19][CH:18]=1.N1CCCC1. Product: [C:17]1(/[CH:27]=[C:10]2\[C:11](=[O:16])[NH:12][C:13]3[C:9]\2=[CH:8][C:7]([C:1]2[CH:2]=[CH:3][CH:4]=[CH:5][CH:6]=2)=[CH:15][CH:14]=3)=[CH:18][CH:19]=[C:20]2[CH:21]=[CH:22][CH:23]=[CH:24][CH:25]=[C:26]12. (3) Reactant: [CH3:1][C:2]1[C:3]([CH2:20][CH2:21][N:22]2[CH2:27][CH2:26][CH:25]([C:28]3[CH:37]=[CH:36][CH:35]=[C:34]4[C:29]=3[CH:30]=[CH:31][C:32]([CH3:38])=[N:33]4)[CH2:24][CH2:23]2)=[C:4]2[C:9](=[CH:10][CH:11]=1)[N:8]1[CH:12]=[N:13][C:14]([C:15]([O:17]CC)=O)=[C:7]1[CH2:6][CH2:5]2.[OH-].[K+].C[Si](C)(C)[NH:43][Si](C)(C)C.[ClH:50]. Product: [ClH:50].[ClH:50].[CH3:1][C:2]1[C:3]([CH2:20][CH2:21][N:22]2[CH2:23][CH2:24][CH:25]([C:28]3[CH:37]=[CH:36][CH:35]=[C:34]4[C:29]=3[CH:30]=[CH:31][C:32]([CH3:38])=[N:33]4)[CH2:26][CH2:27]2)=[C:4]2[C:9](=[CH:10][CH:11]=1)[N:8]1[CH:12]=[N:13][C:14]([C:15]([NH2:43])=[O:17])=[C:7]1[CH2:6][CH2:5]2. The catalyst class is: 100. (4) Product: [C:8]([C:11]1[CH:12]=[C:13]2[C:17](=[CH:18][CH:19]=1)[CH:16]([NH:20][C:21](=[O:27])[CH2:2][CH3:3])[CH2:15][CH2:14]2)(=[O:10])[CH3:9]. The catalyst class is: 2. Reactant: F[C:2](F)(F)[C:3](O)=O.[C:8]([C:11]1[CH:12]=[C:13]2[C:17](=[CH:18][CH:19]=1)[CH:16]([NH:20][C:21](=[O:27])OC(C)(C)C)[CH2:15][CH2:14]2)(=[O:10])[CH3:9].